Task: Predict the product of the given reaction.. Dataset: Forward reaction prediction with 1.9M reactions from USPTO patents (1976-2016) Given the reactants [CH3:1][C:2]1[N:3]=[C:4]([CH3:33])[C:5]2[N:6]([CH:8]=[C:9]([C:11]3[C:12](=[O:32])[O:13][C:14]4[C:19]([CH:20]=3)=[CH:18][CH:17]=[C:16]([O:21][CH2:22][CH2:23][NH:24]C(=O)OC(C)(C)C)[CH:15]=4)[N:10]=2)[CH:7]=1.C(O)(C(F)(F)F)=O, predict the reaction product. The product is: [NH2:24][CH2:23][CH2:22][O:21][C:16]1[CH:15]=[C:14]2[C:19]([CH:20]=[C:11]([C:9]3[N:10]=[C:5]4[C:4]([CH3:33])=[N:3][C:2]([CH3:1])=[CH:7][N:6]4[CH:8]=3)[C:12](=[O:32])[O:13]2)=[CH:18][CH:17]=1.